Dataset: Full USPTO retrosynthesis dataset with 1.9M reactions from patents (1976-2016). Task: Predict the reactants needed to synthesize the given product. (1) Given the product [Cl:1][C:2]1[CH:7]=[C:6]([Cl:8])[CH:5]=[CH:4][C:3]=1[C:9]1[C:27](=[O:28])[N:26]([CH3:29])[C:12]2[N:13]([CH3:25])[C:14]3[C:19]([C:11]=2[CH:10]=1)=[CH:18][C:17]([C:20]1[CH:21]=[CH:22][N:23]([CH2:31][CH2:32][N:33]2[CH2:38][CH2:37][O:36][CH2:35][CH2:34]2)[N:24]=1)=[CH:16][CH:15]=3, predict the reactants needed to synthesize it. The reactants are: [Cl:1][C:2]1[CH:7]=[C:6]([Cl:8])[CH:5]=[CH:4][C:3]=1[C:9]1[C:27](=[O:28])[N:26]([CH3:29])[C:12]2[N:13]([CH3:25])[C:14]3[C:19]([C:11]=2[CH:10]=1)=[CH:18][C:17]([C:20]1[NH:24][N:23]=[CH:22][CH:21]=1)=[CH:16][CH:15]=3.Cl[CH2:31][CH2:32][N:33]1[CH2:38][CH2:37][O:36][CH2:35][CH2:34]1. (2) Given the product [CH3:24][C:22]1[N:21]([CH2:25][O:26][CH2:27][CH2:28][Si:29]([CH3:30])([CH3:32])[CH3:31])[C:18]2=[N:19][CH:20]=[C:15]([NH2:14])[N:16]=[C:17]2[CH:23]=1, predict the reactants needed to synthesize it. The reactants are: C(=[N:14][C:15]1[N:16]=[C:17]2[CH:23]=[C:22]([CH3:24])[N:21]([CH2:25][O:26][CH2:27][CH2:28][Si:29]([CH3:32])([CH3:31])[CH3:30])[C:18]2=[N:19][CH:20]=1)(C1C=CC=CC=1)C1C=CC=CC=1.CC([O-])=O.[Na+].NO.Cl. (3) Given the product [N+:10]([C:7]1[CH:8]=[CH:9][C:2]([N:20]2[CH2:21][CH2:22][N:17]([CH:15]3[CH2:16][O:13][CH2:14]3)[CH2:18][CH2:19]2)=[C:3]([CH:6]=1)[C:4]#[N:5])([O-:12])=[O:11], predict the reactants needed to synthesize it. The reactants are: F[C:2]1[CH:9]=[CH:8][C:7]([N+:10]([O-:12])=[O:11])=[CH:6][C:3]=1[C:4]#[N:5].[O:13]1[CH2:16][CH:15]([N:17]2[CH2:22][CH2:21][NH:20][CH2:19][CH2:18]2)[CH2:14]1.C([O-])([O-])=O.[K+].[K+]. (4) Given the product [CH:1]([O:14][CH:15]1[CH2:20][CH2:19][N:18]([CH2:21][C:23]2[C:24]([C:28]([O:30][CH2:31][CH3:32])=[O:29])=[N:25][NH:26][CH:27]=2)[CH2:17][CH2:16]1)([C:8]1[CH:13]=[CH:12][CH:11]=[CH:10][CH:9]=1)[C:2]1[CH:3]=[CH:4][CH:5]=[CH:6][CH:7]=1, predict the reactants needed to synthesize it. The reactants are: [CH:1]([O:14][CH:15]1[CH2:20][CH2:19][NH:18][CH2:17][CH2:16]1)([C:8]1[CH:13]=[CH:12][CH:11]=[CH:10][CH:9]=1)[C:2]1[CH:7]=[CH:6][CH:5]=[CH:4][CH:3]=1.[CH:21]([C:23]1[C:24]([C:28]([O:30][CH2:31][CH3:32])=[O:29])=[N:25][NH:26][CH:27]=1)=O.C(O[BH-](OC(=O)C)OC(=O)C)(=O)C.[Na+]. (5) Given the product [NH:14]1[C:22]2[C:17](=[CH:18][CH:19]=[CH:20][CH:21]=2)[CH:16]=[C:15]1[C:23]([NH:2][CH:3]1[CH2:12][C:11]2[C:6](=[CH:7][CH:8]=[CH:9][CH:10]=2)[NH:5][C:4]1=[O:13])=[O:24], predict the reactants needed to synthesize it. The reactants are: Cl.[NH2:2][CH:3]1[CH2:12][C:11]2[C:6](=[CH:7][CH:8]=[CH:9][CH:10]=2)[NH:5][C:4]1=[O:13].[NH:14]1[C:22]2[C:17](=[CH:18][CH:19]=[CH:20][CH:21]=2)[CH:16]=[C:15]1[C:23](O)=[O:24]. (6) Given the product [C:23]([CH:25]1[CH2:30][CH2:29][CH:28]([N:1]2[CH2:2][CH:3]([NH:5][C:6](=[O:22])[CH2:7][NH:8][C:9]3[C:17]4[C:12](=[CH:13][CH:14]=[C:15]([C:18]([F:20])([F:19])[F:21])[CH:16]=4)[NH:11][N:10]=3)[CH2:4]2)[CH2:27][CH2:26]1)#[N:24], predict the reactants needed to synthesize it. The reactants are: [NH:1]1[CH2:4][CH:3]([NH:5][C:6](=[O:22])[CH2:7][NH:8][C:9]2[C:17]3[C:12](=[CH:13][CH:14]=[C:15]([C:18]([F:21])([F:20])[F:19])[CH:16]=3)[NH:11][N:10]=2)[CH2:2]1.[C:23]([CH:25]1[CH2:30][CH2:29][C:28](=O)[CH2:27][CH2:26]1)#[N:24]. (7) Given the product [Cl:19][C:20]([Cl:38])=[CH:21][CH2:22][O:23][C:24]1[CH:35]=[C:34]([Cl:36])[C:27]([O:28][CH2:29][CH2:30][CH2:31][CH2:32][O:49][C:47]2[CH:46]=[CH:45][C:43]3[O:44][C:40]([CH3:39])([CH3:50])[O:41][C:42]=3[CH:48]=2)=[C:26]([Cl:37])[CH:25]=1, predict the reactants needed to synthesize it. The reactants are: C1OCCOCCOCCOCCOCCOC1.[Cl:19][C:20]([Cl:38])=[CH:21][CH2:22][O:23][C:24]1[CH:35]=[C:34]([Cl:36])[C:27]([O:28][CH2:29][CH2:30][CH2:31][CH2:32]Br)=[C:26]([Cl:37])[CH:25]=1.[CH3:39][C:40]1([CH3:50])[O:44][C:43]2[CH:45]=[CH:46][C:47]([OH:49])=[CH:48][C:42]=2[O:41]1.C(=O)([O-])[O-].[K+].[K+].